Task: Regression. Given a peptide amino acid sequence and an MHC pseudo amino acid sequence, predict their binding affinity value. This is MHC class II binding data.. Dataset: Peptide-MHC class II binding affinity with 134,281 pairs from IEDB The peptide sequence is PANDKFTVFEAAFNDAIKE. The MHC is HLA-DPA10201-DPB10101 with pseudo-sequence HLA-DPA10201-DPB10101. The binding affinity (normalized) is 0.249.